From a dataset of Full USPTO retrosynthesis dataset with 1.9M reactions from patents (1976-2016). Predict the reactants needed to synthesize the given product. (1) The reactants are: O[CH2:2][C:3]#[C:4][C:5]1[S:9][C:8]([C:10]([O:12][CH3:13])=[O:11])=[CH:7][CH:6]=1.C(Br)(Br)(Br)[Br:15].C1(P(C2C=CC=CC=2)C2C=CC=CC=2)C=CC=CC=1. Given the product [Br:15][CH2:2][C:3]#[C:4][C:5]1[S:9][C:8]([C:10]([O:12][CH3:13])=[O:11])=[CH:7][CH:6]=1, predict the reactants needed to synthesize it. (2) Given the product [CH3:1][C:2]1[C:3]2[CH:4]=[C:5]([OH:35])[CH:6]=[CH:7][C:8]=2[N:9]([CH2:18][C:19]2[CH:24]=[CH:23][C:22]([O:25][CH2:26][CH2:27][N:28]3[CH2:29][CH2:30][CH2:31][CH2:32][CH2:33][CH2:34]3)=[CH:21][CH:20]=2)[C:10]=1[C:11]1[CH:12]=[CH:13][C:14]([OH:17])=[CH:15][CH:16]=1.[CH3:37][C:36]([OH:42])=[O:38], predict the reactants needed to synthesize it. The reactants are: [CH3:1][C:2]1[C:3]2[CH:4]=[C:5]([OH:35])[CH:6]=[CH:7][C:8]=2[N:9]([CH2:18][C:19]2[CH:20]=[CH:21][C:22]([O:25][CH2:26][CH2:27][N:28]3[CH2:34][CH2:33][CH2:32][CH2:31][CH2:30][CH2:29]3)=[CH:23][CH:24]=2)[C:10]=1[C:11]1[CH:12]=[CH:13][C:14]([OH:17])=[CH:15][CH:16]=1.[CH2:36]([OH:38])[CH3:37].C([O:42]C(C)C)(C)C. (3) The reactants are: [N+:1]([C:4]1[CH:9]=[CH:8][C:7]([N:10]2[CH2:15][CH2:14][CH2:13][NH:12][C:11]2=[O:16])=[CH:6][CH:5]=1)([O-:3])=[O:2].[H-].[Na+].I[CH3:20]. Given the product [CH3:20][N:12]1[CH2:13][CH2:14][CH2:15][N:10]([C:7]2[CH:6]=[CH:5][C:4]([N+:1]([O-:3])=[O:2])=[CH:9][CH:8]=2)[C:11]1=[O:16], predict the reactants needed to synthesize it. (4) Given the product [CH3:17][N:18]([CH3:19])[C:2]1[CH:7]=[CH:6][C:5]([C:8]([C:10]2[N:14]([CH3:15])[CH:13]=[N:12][CH:11]=2)=[O:9])=[CH:4][N:3]=1, predict the reactants needed to synthesize it. The reactants are: Cl[C:2]1[CH:7]=[CH:6][C:5]([C:8]([C:10]2[N:14]([CH3:15])[CH:13]=[N:12][CH:11]=2)=[O:9])=[CH:4][N:3]=1.Cl.[CH3:17][NH:18][CH3:19].CCN(CC)CC. (5) Given the product [Br:1][C:2]1[CH:7]=[CH:6][N:5]2[N:9]=[C:10]([C:11]3[CH:16]=[CH:15][C:14]([CH3:17])=[CH:13][CH:12]=3)[CH:8]=[C:4]2[CH:3]=1, predict the reactants needed to synthesize it. The reactants are: [Br:1][C:2]1[CH:7]=[CH:6][N:5]=[C:4]([CH:8]2[C:10]([C:11]3[CH:16]=[CH:15][C:14]([CH3:17])=[CH:13][CH:12]=3)=[N:9]2)[CH:3]=1.